Dataset: Forward reaction prediction with 1.9M reactions from USPTO patents (1976-2016). Task: Predict the product of the given reaction. Given the reactants [CH2:1]([O:8][C:9]([N:11]1[CH2:16][CH2:15][CH:14]([CH2:17][OH:18])[CH2:13][CH2:12]1)=[O:10])[C:2]1[CH:7]=[CH:6][CH:5]=[CH:4][CH:3]=1.CCOCC.[OH-].[Na+], predict the reaction product. The product is: [CH2:1]([O:8][C:9]([N:11]1[CH2:16][CH2:15][CH:14]([CH:17]=[O:18])[CH2:13][CH2:12]1)=[O:10])[C:2]1[CH:7]=[CH:6][CH:5]=[CH:4][CH:3]=1.